From a dataset of Reaction yield outcomes from USPTO patents with 853,638 reactions. Predict the reaction yield, written as a fraction of the theoretical maximum amount of product (1.0 means a 100% yield; for example, 0.34 means a 34% yield). (1) The reactants are [Cl:1][C:2]1[CH:3]=[C:4]([NH:9][C:10]([C:12]2[C:16]([CH2:17][OH:18])=[N:15][O:14][N:13]=2)=[O:11])[CH:5]=[CH:6][C:7]=1[F:8].N1C(C)=CC=CC=1C.O([Si:35]([CH:42]([CH3:44])[CH3:43])([CH:39]([CH3:41])[CH3:40])[CH:36]([CH3:38])[CH3:37])S(C(F)(F)F)(=O)=O. The catalyst is ClCCl. The product is [Cl:1][C:2]1[CH:3]=[C:4]([NH:9][C:10]([C:12]2[C:16]([CH2:17][O:18][Si:35]([CH:42]([CH3:44])[CH3:43])([CH:39]([CH3:41])[CH3:40])[CH:36]([CH3:38])[CH3:37])=[N:15][O:14][N:13]=2)=[O:11])[CH:5]=[CH:6][C:7]=1[F:8]. The yield is 0.910. (2) The reactants are [CH:1]([C:3]1[CH:4]=[C:5]2[C:9](=[CH:10][CH:11]=1)[NH:8][CH:7]=[CH:6]2)=[CH2:2].[C:12](O[C:12]([O:14][C:15]([CH3:18])([CH3:17])[CH3:16])=[O:13])([O:14][C:15]([CH3:18])([CH3:17])[CH3:16])=[O:13]. The catalyst is C(#N)C.CN(C1C=CN=CC=1)C.C(Cl)Cl. The product is [C:15]([O:14][C:12]([N:8]1[C:9]2[C:5](=[CH:4][C:3]([CH:1]=[CH2:2])=[CH:11][CH:10]=2)[CH:6]=[CH:7]1)=[O:13])([CH3:18])([CH3:17])[CH3:16]. The yield is 0.590. (3) The reactants are [Cl:1][C:2]1[CH:7]=[CH:6][CH:5]=[C:4]([F:8])[C:3]=1[C:9]1[C:13]([C:14]([OH:16])=[O:15])=[C:12]([C:17]2[CH:18]=[N:19][N:20]([C:26]3[CH:27]=[N:28][CH:29]=[CH:30][CH:31]=3)[C:21]=2[C:22]([F:25])([F:24])[F:23])[O:11][N:10]=1.S(Cl)(Cl)=O.[CH3:36]O. The catalyst is ClCCl. The product is [Cl:1][C:2]1[CH:7]=[CH:6][CH:5]=[C:4]([F:8])[C:3]=1[C:9]1[C:13]([C:14]([O:16][CH3:36])=[O:15])=[C:12]([C:17]2[CH:18]=[N:19][N:20]([C:26]3[CH:27]=[N:28][CH:29]=[CH:30][CH:31]=3)[C:21]=2[C:22]([F:25])([F:23])[F:24])[O:11][N:10]=1. The yield is 0.0900. (4) The reactants are [C:1]([O:5][C:6]([NH:8][CH2:9][CH2:10]OS(C)(=O)=O)=[O:7])([CH3:4])([CH3:3])[CH3:2].[N+:16]([C:19]1[N:20]=[CH:21][NH:22][CH:23]=1)([O-:18])=[O:17].C([O-])([O-])=O.[K+].[K+]. The catalyst is CN(C=O)C.CCOC(C)=O. The product is [C:1]([O:5][C:6](=[O:7])[NH:8][CH2:9][CH2:10][N:22]1[CH:23]=[C:19]([N+:16]([O-:18])=[O:17])[N:20]=[CH:21]1)([CH3:4])([CH3:3])[CH3:2]. The yield is 0.320.